This data is from Reaction yield outcomes from USPTO patents with 853,638 reactions. The task is: Predict the reaction yield, written as a fraction of the theoretical maximum amount of product (1.0 means a 100% yield; for example, 0.34 means a 34% yield). (1) The reactants are [F:1][C:2]1[CH:7]=[C:6]([I:8])[CH:5]=[CH:4][C:3]=1[N:9]([C:17]1[N:18]([CH3:35])[C:19](=[O:34])[C:20]([CH3:33])=[CH:21][C:22]=1[NH:23][S:24]([C:27]1([CH2:30][CH2:31][OH:32])[CH2:29][CH2:28]1)(=[O:26])=[O:25])C(=O)OC(C)(C)C.Cl.O1CCOCC1. The catalyst is C1COCC1. The product is [F:1][C:2]1[CH:7]=[C:6]([I:8])[CH:5]=[CH:4][C:3]=1[NH:9][C:17]1[N:18]([CH3:35])[C:19](=[O:34])[C:20]([CH3:33])=[CH:21][C:22]=1[NH:23][S:24]([C:27]1([CH2:30][CH2:31][OH:32])[CH2:29][CH2:28]1)(=[O:26])=[O:25]. The yield is 0.650. (2) The product is [CH:43]1([CH2:46][NH:47][C:24]([C:20]2[N:19]=[C:18]([C:15]3[CH2:14][CH2:13][N:12]([S:37]([C:34]4[CH:35]=[CH:36][C:31]([O:30][C:29]([F:42])([F:41])[F:28])=[CH:32][CH:33]=4)(=[O:39])=[O:38])[CH2:17][CH:16]=3)[CH:23]=[CH:22][CH:21]=2)=[NH:25])[CH2:45][CH2:44]1. The catalyst is C(O)C. The reactants are FC(F)(F)C1C=C(S([N:12]2[CH2:17][CH:16]=[C:15]([C:18]3[CH:23]=[CH:22][CH:21]=[C:20]([C:24]#[N:25])[N:19]=3)[CH2:14][CH2:13]2)(=O)=O)C=CC=1.[F:28][C:29]([F:42])([F:41])[O:30][C:31]1[CH:36]=[CH:35][C:34]([S:37](Cl)(=[O:39])=[O:38])=[CH:33][CH:32]=1.[CH:43]1([CH2:46][NH2:47])[CH2:45][CH2:44]1. The yield is 0.0400. (3) The reactants are C(N(C(C)C)CC)(C)C.[NH2:10][C:11]1[CH:26]=[CH:25][C:24]([Cl:27])=[CH:23][C:12]=1[C:13]([NH:15][CH2:16][CH:17]1[CH2:22][CH2:21][CH2:20][CH2:19][CH2:18]1)=[O:14].[O:28]1[C:34]2[CH:35]=[CH:36][C:37]([C:39](Cl)=[O:40])=[CH:38][C:33]=2[O:32][CH2:31][CH2:30][CH2:29]1. No catalyst specified. The product is [Cl:27][C:24]1[CH:25]=[CH:26][C:11]([NH:10][C:39]([C:37]2[CH:36]=[CH:35][C:34]3[O:28][CH2:29][CH2:30][CH2:31][O:32][C:33]=3[CH:38]=2)=[O:40])=[C:12]([C:13]([NH:15][CH2:16][CH:17]2[CH2:22][CH2:21][CH2:20][CH2:19][CH2:18]2)=[O:14])[CH:23]=1. The yield is 0.160. (4) The reactants are [C:1]([N:8]1[CH2:11][C:10](=[O:12])[CH2:9]1)([O:3][C:4]([CH3:7])([CH3:6])[CH3:5])=[O:2].[CH3:13][Mg+].[Br-].[NH4+].[Cl-]. The catalyst is CCOCC. The product is [C:4]([O:3][C:1]([N:8]1[CH2:11][C:10]([OH:12])([CH3:13])[CH2:9]1)=[O:2])([CH3:7])([CH3:6])[CH3:5]. The yield is 0.840. (5) The reactants are Br[C:2]1[CH:3]=[C:4]2[C:9](=[N:10][CH:11]=1)[NH:8][C:7](=[O:12])[CH2:6][CH2:5]2.[CH3:13][N:14]([CH2:19][C:20]1[CH2:21][C:22]2[C:27]([C:28]=1[CH3:29])=[CH:26][CH:25]=[CH:24][CH:23]=2)[C:15](=[O:18])[CH:16]=[CH2:17].CCN(C(C)C)C(C)C. The catalyst is C(#N)CC.C([O-])(=O)C.[Pd+2].C([O-])(=O)C. The product is [CH3:13][N:14]([CH2:19][C:20]1[CH2:21][C:22]2[C:27]([C:28]=1[CH3:29])=[CH:26][CH:25]=[CH:24][CH:23]=2)[C:15](=[O:18])/[CH:16]=[CH:17]/[C:2]1[CH:11]=[N:10][C:9]2[NH:8][C:7](=[O:12])[CH2:6][CH2:5][C:4]=2[CH:3]=1. The yield is 0.410. (6) The reactants are [CH2:1]([O:8][CH2:9][CH2:10][CH2:11][CH2:12][O:13][C:14]1[N:19]=[C:18]([NH:20][C:21](=[O:26])C(C)(C)C)[C:17]([CH2:27][CH2:28]C(OCC)=O)=[CH:16][CH:15]=1)[C:2]1[CH:7]=[CH:6][CH:5]=[CH:4][CH:3]=1.Cl.C([O-])([O-])=O.[K+].[K+]. The catalyst is O1CCOCC1. The product is [CH2:1]([O:8][CH2:9][CH2:10][CH2:11][CH2:12][O:13][C:14]1[N:19]=[C:18]2[C:17]([CH2:27][CH2:28][C:21](=[O:26])[NH:20]2)=[CH:16][CH:15]=1)[C:2]1[CH:3]=[CH:4][CH:5]=[CH:6][CH:7]=1. The yield is 0.540. (7) The reactants are [C:1]1([C:20]2[CH:25]=[CH:24][CH:23]=[CH:22][CH:21]=2)[CH:6]=[CH:5][C:4]([C:7]([CH2:9][S:10]([CH2:13][CH2:14][CH2:15][CH2:16][C:17](O)=[O:18])(=[O:12])=[O:11])=[O:8])=[CH:3][CH:2]=1.[NH2:26][OH:27].Cl. The catalyst is C(N(CC)CC)C. The product is [OH:27][NH:26][C:17](=[O:18])[CH2:16][CH2:15][CH2:14][CH2:13][S:10]([CH2:9][C:7]([C:4]1[CH:5]=[CH:6][C:1]([C:20]2[CH:25]=[CH:24][CH:23]=[CH:22][CH:21]=2)=[CH:2][CH:3]=1)=[O:8])(=[O:12])=[O:11]. The yield is 0.520. (8) The reactants are [CH2:1]([N:5]1[CH:10]=[CH:9][CH:8]=[C:7]([OH:11])[C:6]1=[S:12])[CH2:2][CH2:3][CH3:4]. The catalyst is C(O)C. The product is [CH2:1]([N:5]1[CH:10]=[CH:9][C:8]([CH2:1][N:5]([CH3:10])[CH3:6])=[C:7]([OH:11])[C:6]1=[S:12])[CH2:2][CH2:3][CH3:4]. The yield is 0.950.